From a dataset of Forward reaction prediction with 1.9M reactions from USPTO patents (1976-2016). Predict the product of the given reaction. Given the reactants [C:1]([O:5][C:6](=[O:18])[NH:7][CH:8]([C:11]1[CH:16]=[CH:15][C:14]([OH:17])=[CH:13][CH:12]=1)[CH2:9][CH3:10])([CH3:4])([CH3:3])[CH3:2].FC(F)(F)S(O[CH2:25][C:26]([F:29])([F:28])[F:27])(=O)=O.C(=O)([O-])[O-].[K+].[K+], predict the reaction product. The product is: [C:1]([O:5][C:6](=[O:18])[NH:7][CH:8]([C:11]1[CH:16]=[CH:15][C:14]([O:17][CH2:25][C:26]([F:29])([F:28])[F:27])=[CH:13][CH:12]=1)[CH2:9][CH3:10])([CH3:2])([CH3:3])[CH3:4].